From a dataset of Forward reaction prediction with 1.9M reactions from USPTO patents (1976-2016). Predict the product of the given reaction. (1) Given the reactants [F:1][C:2]([F:28])([C:22]1[CH:27]=[CH:26][CH:25]=[CH:24][CH:23]=1)[C:3]1[NH:4][C:5](=[O:21])[C:6]2[CH2:12][CH2:11][N:10](C(OC(C)(C)C)=O)[CH2:9][CH2:8][C:7]=2[N:20]=1.F[B-](F)(F)F.[CH3:34][O+](C)C, predict the reaction product. The product is: [F:1][C:2]([F:28])([C:22]1[CH:27]=[CH:26][CH:25]=[CH:24][CH:23]=1)[C:3]1[N:4]=[C:5]([O:21][CH3:34])[C:6]2[CH2:12][CH2:11][NH:10][CH2:9][CH2:8][C:7]=2[N:20]=1. (2) Given the reactants [CH3:1][O:2][CH2:3][C:4](=[O:18])[C:5](=[N:10][NH:11][C:12]1[CH:17]=[CH:16][N:15]=[CH:14][CH:13]=1)[C:6]([O:8][CH3:9])=[O:7].[CH3:19]OC(OC)N(C)C, predict the reaction product. The product is: [CH3:1][O:2][C:3]1[C:4](=[O:18])[C:5]([C:6]([O:8][CH3:9])=[O:7])=[N:10][N:11]([C:12]2[CH:13]=[CH:14][N:15]=[CH:16][CH:17]=2)[CH:19]=1. (3) Given the reactants [CH:1]1([C:4]([C:6]2[CH:7]=[N:8][C:9]3[C:14]([C:15]=2[NH:16][C@@H:17]2[CH2:22][CH2:21][C@H:20]([NH:23]C(=O)OC(C)(C)C)[CH2:19][CH2:18]2)=[CH:13][C:12]([C:31]2[CH:36]=[C:35]([F:37])[C:34]([OH:38])=[C:33]([F:39])[CH:32]=2)=[CH:11][CH:10]=3)=[O:5])[CH2:3][CH2:2]1.C(O)(C(F)(F)F)=O, predict the reaction product. The product is: [NH2:23][C@@H:20]1[CH2:21][CH2:22][C@H:17]([NH:16][C:15]2[C:14]3[C:9](=[CH:10][CH:11]=[C:12]([C:31]4[CH:32]=[C:33]([F:39])[C:34]([OH:38])=[C:35]([F:37])[CH:36]=4)[CH:13]=3)[N:8]=[CH:7][C:6]=2[C:4]([CH:1]2[CH2:2][CH2:3]2)=[O:5])[CH2:18][CH2:19]1. (4) Given the reactants [CH:1]1([CH2:7][C:8]2[N:9]=[C:10]([C:27]([O:29]C)=[O:28])[O:11][C:12]=2[C:13]2[CH:18]=[C:17]([C:19]([CH3:22])([CH3:21])[CH3:20])[CH:16]=[C:15]([C:23]([CH3:26])([CH3:25])[CH3:24])[CH:14]=2)[CH2:6][CH2:5][CH2:4][CH2:3][CH2:2]1.O[Li].O, predict the reaction product. The product is: [CH:1]1([CH2:7][C:8]2[N:9]=[C:10]([C:27]([OH:29])=[O:28])[O:11][C:12]=2[C:13]2[CH:18]=[C:17]([C:19]([CH3:22])([CH3:20])[CH3:21])[CH:16]=[C:15]([C:23]([CH3:26])([CH3:25])[CH3:24])[CH:14]=2)[CH2:2][CH2:3][CH2:4][CH2:5][CH2:6]1. (5) Given the reactants [CH2:1]([O:3][C:4](=[O:25])[C@@H:5]([NH:17][C:18]([O:20][C:21]([CH3:24])([CH3:23])[CH3:22])=[O:19])[CH2:6][C:7]1[CH:12]=[CH:11][C:10]([OH:13])=[C:9]([N+:14]([O-])=O)[CH:8]=1)[CH3:2].[Cl-].[NH4+], predict the reaction product. The product is: [CH2:1]([O:3][C:4](=[O:25])[CH:5]([NH:17][C:18]([O:20][C:21]([CH3:24])([CH3:23])[CH3:22])=[O:19])[CH2:6][C:7]1[CH:12]=[CH:11][C:10]([OH:13])=[C:9]([NH2:14])[CH:8]=1)[CH3:2].